From a dataset of Full USPTO retrosynthesis dataset with 1.9M reactions from patents (1976-2016). Predict the reactants needed to synthesize the given product. (1) Given the product [NH2:18][C:15]1[CH:14]=[CH:13][C:12]([C:2]([OH:1])([CH3:11])[CH2:3][NH:4][S:5]([CH:8]([CH3:9])[CH3:10])(=[O:7])=[O:6])=[CH:17][CH:16]=1, predict the reactants needed to synthesize it. The reactants are: [OH:1][C:2]([C:12]1[CH:17]=[CH:16][C:15]([N+:18]([O-])=O)=[CH:14][CH:13]=1)([CH3:11])[CH2:3][NH:4][S:5]([CH:8]([CH3:10])[CH3:9])(=[O:7])=[O:6].[H][H]. (2) Given the product [Si:39]([O:23][C@@H:9]([C:6]1[CH:5]=[CH:4][C:3]([C:1]#[N:2])=[CH:8][CH:7]=1)[CH2:10][N:11]1[CH2:16][CH2:15][CH2:14][C@H:13]([CH2:17][C:18]([O:20][CH2:21][CH3:22])=[O:19])[CH2:12]1)([C:42]([CH3:45])([CH3:44])[CH3:43])([CH3:41])[CH3:40], predict the reactants needed to synthesize it. The reactants are: [C:1]([C:3]1[CH:8]=[CH:7][C:6]([C@H:9]([OH:23])[CH2:10][N:11]2[CH2:16][CH2:15][CH2:14][C@H:13]([CH2:17][C:18]([O:20][CH2:21][CH3:22])=[O:19])[CH2:12]2)=[CH:5][CH:4]=1)#[N:2].CCN(C(C)C)C(C)C.FC(F)(F)S(O[Si:39]([C:42]([CH3:45])([CH3:44])[CH3:43])([CH3:41])[CH3:40])(=O)=O. (3) Given the product [O:33]=[C:28]1[NH:29][C:30](=[O:32])[C:31](=[CH:25][C:22]2[CH:21]=[CH:20][C:19]([C:15]3[CH:16]=[CH:17][CH:18]=[C:13]([CH2:12][N:3]([CH2:1][CH3:2])[C:4](=[O:11])[C:5]4[CH:6]=[CH:7][CH:8]=[CH:9][CH:10]=4)[CH:14]=3)=[CH:24][CH:23]=2)[S:27]1, predict the reactants needed to synthesize it. The reactants are: [CH2:1]([N:3]([CH2:12][C:13]1[CH:14]=[C:15]([C:19]2[CH:24]=[CH:23][C:22]([CH:25]=O)=[CH:21][CH:20]=2)[CH:16]=[CH:17][CH:18]=1)[C:4](=[O:11])[C:5]1[CH:10]=[CH:9][CH:8]=[CH:7][CH:6]=1)[CH3:2].[S:27]1[CH2:31][C:30](=[O:32])[NH:29][C:28]1=[O:33].